This data is from Peptide-MHC class II binding affinity with 134,281 pairs from IEDB. The task is: Regression. Given a peptide amino acid sequence and an MHC pseudo amino acid sequence, predict their binding affinity value. This is MHC class II binding data. The peptide sequence is TDAATHNPWASQKH. The MHC is DRB1_0301 with pseudo-sequence DRB1_0301. The binding affinity (normalized) is 0.00281.